Task: Predict which catalyst facilitates the given reaction.. Dataset: Catalyst prediction with 721,799 reactions and 888 catalyst types from USPTO (1) Reactant: [OH:1][C@H:2]([CH3:6])[C:3]([NH2:5])=O.F[B-](F)(F)F.C([O+](CC)CC)C.N[C:20]1[C:21]([NH:29][C@H:30]2[CH2:35][CH2:34][C@H:33]([CH2:36][C:37]#[N:38])[CH2:32][CH2:31]2)=[C:22]2[S:28][CH:27]=[CH:26][C:23]2=[N:24][CH:25]=1. Product: [OH:1][C@@H:2]([C:3]1[N:29]([C@H:30]2[CH2:31][CH2:32][C@H:33]([CH2:36][C:37]#[N:38])[CH2:34][CH2:35]2)[C:21]2=[C:22]3[S:28][CH:27]=[CH:26][C:23]3=[N:24][CH:25]=[C:20]2[N:5]=1)[CH3:6]. The catalyst class is: 214. (2) Reactant: [N+:1]([O-:31])([O:3][C@@H:4]1[CH:21]2[C@:16]([CH3:22])([CH2:17][CH2:18][CH2:19][CH2:20]2)[C@@H:15]2[C@H:6]([C@H:7]3[C@@:11]([CH2:13][CH2:14]2)([CH3:12])[C:10]24OCCO[C:9]2(OCC[O:23]4)[CH2:8]3)[CH2:5]1)=[O:2].CC1C=CC(S(O)(=O)=[O:40])=CC=1.O.C([O-])(O)=O.[Na+]. Product: [N+:1]([O-:31])([O:3][C@@H:4]1[CH:21]2[C@:16]([CH3:22])([CH2:17][CH2:18][C:19](=[O:40])[CH2:20]2)[C@@H:15]2[C@H:6]([C@H:7]3[C@@:11]([CH2:13][CH2:14]2)([CH3:12])[C:10](=[O:23])[CH2:9][CH2:8]3)[CH2:5]1)=[O:2]. The catalyst class is: 21. (3) Reactant: [C:1]([O:5][C:6]([N:8]1[CH2:13][CH2:12][CH:11]([NH:14][C:15]2[CH:20]=[CH:19][C:18]([Cl:21])=[CH:17][C:16]=2[CH2:22][CH2:23][C:24]([O:26]CC)=[O:25])[CH2:10][CH2:9]1)=[O:7])([CH3:4])([CH3:3])[CH3:2].[OH-].[Na+]. Product: [C:1]([O:5][C:6]([N:8]1[CH2:13][CH2:12][CH:11]([NH:14][C:15]2[CH:20]=[CH:19][C:18]([Cl:21])=[CH:17][C:16]=2[CH2:22][CH2:23][C:24]([OH:26])=[O:25])[CH2:10][CH2:9]1)=[O:7])([CH3:4])([CH3:2])[CH3:3]. The catalyst class is: 24. (4) Reactant: [CH3:1][O:2][C:3]1[C:8]2[N:9]=[C:10](SC)[S:11][C:7]=2[CH:6]=[CH:5][CH:4]=1.[C:14]1(C)C=CC(S(OC)(=O)=O)=CC=1.CC#N.[CH2:29]([N:36]1[C:40](=[O:41])[CH2:39][S:38][C:37]1=[N:42][C:43]1[CH:44]=[C:45]([CH:48]=[CH:49][C:50]=1[NH:51][CH2:52][CH3:53])[C:46]#[N:47])[C:30]1[CH:35]=[CH:34][CH:33]=[CH:32][CH:31]=1. Product: [CH2:29]([N:36]1[C:40](=[O:41])[C:39](=[C:10]2[N:9]([CH3:14])[C:8]3[C:3]([O:2][CH3:1])=[CH:4][CH:5]=[CH:6][C:7]=3[S:11]2)[S:38][C:37]1=[N:42][C:43]1[CH:44]=[C:45]([CH:48]=[CH:49][C:50]=1[NH:51][CH2:52][CH3:53])[C:46]#[N:47])[C:30]1[CH:35]=[CH:34][CH:33]=[CH:32][CH:31]=1. The catalyst class is: 520. (5) Reactant: [Br:1][C:2]1[CH:3]=[CH:4][C:5]([C:8](OC)=[O:9])=[N:6][CH:7]=1.[BH4-].[Na+]. Product: [Br:1][C:2]1[CH:3]=[CH:4][C:5]([CH2:8][OH:9])=[N:6][CH:7]=1. The catalyst class is: 8. (6) Reactant: [F:1][C:2]1[CH:3]=[C:4]([C@@:9]2([CH3:34])[N:14]([CH2:15][C:16]([O:18]CC)=[O:17])[C:13](=[O:21])[C:12]3([CH2:26][CH2:25][CH2:24][CH2:23][CH2:22]3)[N:11]([C:27]([O:29][C:30]([CH3:33])([CH3:32])[CH3:31])=[O:28])[CH2:10]2)[CH:5]=[C:6]([F:8])[CH:7]=1.[Li+:35].[OH-].Cl. Product: [C:30]([O:29][C:27]([N:11]1[C:12]2([CH2:22][CH2:23][CH2:24][CH2:25][CH2:26]2)[C:13](=[O:21])[N:14]([CH2:15][C:16]([O-:18])=[O:17])[C@@:9]([C:4]2[CH:5]=[C:6]([F:8])[CH:7]=[C:2]([F:1])[CH:3]=2)([CH3:34])[CH2:10]1)=[O:28])([CH3:31])([CH3:32])[CH3:33].[Li+:35]. The catalyst class is: 20.